Task: Predict the product of the given reaction.. Dataset: Forward reaction prediction with 1.9M reactions from USPTO patents (1976-2016) (1) Given the reactants O.[OH-].[Li+].[Cl:4][C:5]1[C:10](=[O:11])[N:9]([CH2:12][C:13]([F:16])([F:15])[F:14])[CH:8]=[C:7]([C:17]([O:19]C)=[O:18])[CH:6]=1, predict the reaction product. The product is: [Cl:4][C:5]1[C:10](=[O:11])[N:9]([CH2:12][C:13]([F:15])([F:16])[F:14])[CH:8]=[C:7]([C:17]([OH:19])=[O:18])[CH:6]=1. (2) Given the reactants C(OC(=O)[NH:7][C@H:8]1[CH2:12][CH2:11][N:10]([CH2:13][CH:14]([C:21]2[CH:26]=[CH:25][CH:24]=[CH:23][CH:22]=2)[C:15]2[CH:20]=[CH:19][CH:18]=[CH:17][CH:16]=2)[CH2:9]1)(C)(C)C.C(O)(C(F)(F)F)=O, predict the reaction product. The product is: [C:21]1([CH:14]([C:15]2[CH:16]=[CH:17][CH:18]=[CH:19][CH:20]=2)[CH2:13][N:10]2[CH2:11][CH2:12][C@H:8]([NH2:7])[CH2:9]2)[CH:22]=[CH:23][CH:24]=[CH:25][CH:26]=1. (3) Given the reactants [NH2:1][N:2]1[C:7](=[O:8])[C:6]2[CH:9]=[CH:10][S:11][C:5]=2[N:4]=[C:3]1[CH2:12][CH3:13].[C:14]12([CH2:24][C:25](Cl)=[O:26])[CH2:23][CH:18]3[CH2:19][CH:20]([CH2:22][CH:16]([CH2:17]3)[CH2:15]1)[CH2:21]2, predict the reaction product. The product is: [C:14]12([CH2:24][C:25]([NH:1][N:2]3[C:7](=[O:8])[C:6]4[CH:9]=[CH:10][S:11][C:5]=4[N:4]=[C:3]3[CH2:12][CH3:13])=[O:26])[CH2:21][CH:20]3[CH2:19][CH:18]([CH2:17][CH:16]([CH2:22]3)[CH2:15]1)[CH2:23]2. (4) Given the reactants [H-].[Al+3].[Li+].[H-].[H-].[H-].[N:7]([CH2:10][C:11]1[CH:19]=[CH:18][CH:17]=[C:16]2[C:12]=1[CH:13]=[N:14][N:15]2[CH:20]1[CH2:25][CH2:24][CH2:23][CH2:22][O:21]1)=[N+]=[N-], predict the reaction product. The product is: [NH2:7][CH2:10][C:11]1[CH:19]=[CH:18][CH:17]=[C:16]2[C:12]=1[CH:13]=[N:14][N:15]2[CH:20]1[CH2:25][CH2:24][CH2:23][CH2:22][O:21]1. (5) The product is: [F:1][C:2]1[CH:3]=[C:4]([CH:9]2[C:18]3[NH:22][C:16](=[O:17])[NH:15][C:14](=[O:20])[C:13]=3[CH2:12][O:11][CH2:10]2)[CH:5]=[CH:6][C:7]=1[F:8]. Given the reactants [F:1][C:2]1[CH:3]=[C:4]([CH:9]2[C:18]3[O:17][C:16](=O)[NH:15][C:14](=[O:20])[C:13]=3[CH2:12][O:11][CH2:10]2)[CH:5]=[CH:6][C:7]=1[F:8].[OH-].[NH4+:22], predict the reaction product. (6) Given the reactants [C:1]12([NH:6][C:7]3[C:12]([C:13]([NH2:15])=[O:14])=[CH:11][N:10]=[C:9]([S:16][CH3:17])[N:8]=3)[CH2:5][CH:3]([CH2:4]1)[CH2:2]2.C1(C2[O:26]N2S(C2C=CC=CC=2)(=O)=O)C=CC=CC=1, predict the reaction product. The product is: [C:1]12([NH:6][C:7]3[C:12]([C:13]([NH2:15])=[O:14])=[CH:11][N:10]=[C:9]([S:16]([CH3:17])=[O:26])[N:8]=3)[CH2:2][CH:3]([CH2:5]1)[CH2:4]2.